Dataset: Forward reaction prediction with 1.9M reactions from USPTO patents (1976-2016). Task: Predict the product of the given reaction. (1) Given the reactants C(N(CC)CC)C.C1C=CC(N([S:15]([C:18]([F:21])([F:20])[F:19])(=[O:17])=[O:16])[S:15]([C:18]([F:21])([F:20])[F:19])(=[O:17])=[O:16])=CC=1.[F:29][C:30]1[CH:35]=[CH:34][C:33]([C:36]2[O:37][C:38]3[CH:48]=[C:47]([N+:49]([O-:51])=[O:50])[C:46]([OH:52])=[CH:45][C:39]=3[C:40]=2[C:41]([NH:43][CH3:44])=[O:42])=[CH:32][CH:31]=1, predict the reaction product. The product is: [F:19][C:18]([F:21])([F:20])[S:15]([O:52][C:46]1[C:47]([N+:49]([O-:51])=[O:50])=[CH:48][C:38]2[O:37][C:36]([C:33]3[CH:32]=[CH:31][C:30]([F:29])=[CH:35][CH:34]=3)=[C:40]([C:41](=[O:42])[NH:43][CH3:44])[C:39]=2[CH:45]=1)(=[O:17])=[O:16]. (2) Given the reactants [CH2:1]([O:3][C:4](=[O:29])[CH2:5][N:6]([C:12]1[CH:17]=[C:16]([Cl:18])[C:15]([O:19][C:20]2[CH:25]=[CH:24][C:23]([O:26][CH3:27])=[CH:22][CH:21]=2)=[C:14]([Cl:28])[CH:13]=1)[C:7]([O:9][CH2:10][CH3:11])=[O:8])[CH3:2].[Cl:30][C:31]1[CH:39]=[CH:38][C:34]([C:35](O)=[O:36])=[CH:33][CH:32]=1, predict the reaction product. The product is: [CH2:1]([O:3][C:4](=[O:29])[CH2:5][N:6]([C:12]1[CH:17]=[C:16]([Cl:18])[C:15]([O:19][C:20]2[CH:21]=[CH:22][C:23]([O:26][CH3:27])=[C:24]([C:35](=[O:36])[C:34]3[CH:38]=[CH:39][C:31]([Cl:30])=[CH:32][CH:33]=3)[CH:25]=2)=[C:14]([Cl:28])[CH:13]=1)[C:7]([O:9][CH2:10][CH3:11])=[O:8])[CH3:2]. (3) Given the reactants [CH:1]1([CH2:4][O:5][C:6]2[CH:14]=[CH:13][C:9]3[O:10][CH2:11][O:12][C:8]=3[C:7]=2[C:15]2[C:16]3[NH:23][CH:22]=[C:21]([C:24]([OH:26])=O)[C:17]=3[N:18]=[CH:19][N:20]=2)[CH2:3][CH2:2]1.[B-](F)(F)(F)F.CCOC(C(C#N)=NOC(N(C)C)=[N+](C)C)=O.C1C=NC2N(O)N=NC=2C=1.CCN(C(C)C)C(C)C.FC(F)(F)C(O)=O.[NH2:75][C@H:76]([CH2:106][N:107]([CH3:109])[CH3:108])[C:77]([N:79]1[CH2:84][CH2:83][CH:82]([N:85]2[N:94]=[C:93]([C:95]3[CH:100]=[CH:99][C:98]([O:101][CH3:102])=[C:97]([O:103][CH3:104])[CH:96]=3)[C@@H:92]3[C@@H:87]([CH2:88][CH2:89][CH2:90][CH2:91]3)[C:86]2=[O:105])[CH2:81][CH2:80]1)=[O:78], predict the reaction product. The product is: [CH:1]1([CH2:4][O:5][C:6]2[CH:14]=[CH:13][C:9]3[O:10][CH2:11][O:12][C:8]=3[C:7]=2[C:15]2[C:16]3[NH:23][CH:22]=[C:21]([C:24]([NH:75][C@H:76]([CH2:106][N:107]([CH3:109])[CH3:108])[C:77]([N:79]4[CH2:84][CH2:83][CH:82]([N:85]5[N:94]=[C:93]([C:95]6[CH:100]=[CH:99][C:98]([O:101][CH3:102])=[C:97]([O:103][CH3:104])[CH:96]=6)[C@@H:92]6[C@@H:87]([CH2:88][CH2:89][CH2:90][CH2:91]6)[C:86]5=[O:105])[CH2:81][CH2:80]4)=[O:78])=[O:26])[C:17]=3[N:18]=[CH:19][N:20]=2)[CH2:2][CH2:3]1.